Dataset: Forward reaction prediction with 1.9M reactions from USPTO patents (1976-2016). Task: Predict the product of the given reaction. (1) Given the reactants Br[C:2]1[C:11]2[C:6](=[CH:7][CH:8]=[C:9]([C:12]([OH:14])=[O:13])[CH:10]=2)[CH:5]=[N:4][CH:3]=1.[Cl:15][C:16]1[CH:21]=[CH:20][C:19](B(O)O)=[CH:18][CH:17]=1.C(=O)([O-])[O-].[Cs+].[Cs+], predict the reaction product. The product is: [Cl:15][C:16]1[CH:21]=[CH:20][C:19]([C:2]2[C:11]3[C:6](=[CH:7][CH:8]=[C:9]([C:12]([OH:14])=[O:13])[CH:10]=3)[CH:5]=[N:4][CH:3]=2)=[CH:18][CH:17]=1. (2) Given the reactants CC([CH2:4][C:5]([CH3:7])=[O:6])C.[CH2:8]([CH:10]1[O:12][CH2:11]1)Cl.[C:13]12([C:23]3[CH:28]=[C:27]([C:29]45[CH2:38][CH:33]6[CH2:34][CH:35]([CH2:37][CH:31]([CH2:32]6)[CH2:30]4)[CH2:36]5)[C:26]([OH:39])=[CH:25][C:24]=3[OH:40])[CH2:22][CH:17]3[CH2:18][CH:19]([CH2:21][CH:15]([CH2:16]3)[CH2:14]1)[CH2:20]2.[OH-].[Na+], predict the reaction product. The product is: [C:29]12([C:27]3[CH:28]=[C:23]([C:13]45[CH2:20][CH:19]6[CH2:21][CH:15]([CH2:16][CH:17]([CH2:18]6)[CH2:22]4)[CH2:14]5)[C:24]([O:40][CH2:8][CH:10]4[O:12][CH2:11]4)=[CH:25][C:26]=3[O:39][CH2:4][CH:5]3[O:6][CH2:7]3)[CH2:36][CH:35]3[CH2:37][CH:31]([CH2:32][CH:33]([CH2:34]3)[CH2:38]1)[CH2:30]2. (3) Given the reactants [CH2:1]([N:8]1[CH2:13][C:12]([OH:14])=[C:11]([C:15]([O-:17])=[O:16])[CH2:10][C:9]1=[O:18])[C:2]1[CH:7]=[CH:6][CH:5]=[CH:4][CH:3]=1.[CH2:19](O)[C:20]1[CH:25]=[CH:24][CH:23]=[CH:22][CH:21]=1, predict the reaction product. The product is: [CH2:1]([N:8]1[CH2:13][C:12]([OH:14])=[C:11]([C:15]([O:17][CH2:19][C:20]2[CH:25]=[CH:24][CH:23]=[CH:22][CH:21]=2)=[O:16])[CH2:10][C:9]1=[O:18])[C:2]1[CH:3]=[CH:4][CH:5]=[CH:6][CH:7]=1. (4) Given the reactants [Br:1][C:2]1[CH:3]=[C:4]([S:8][C:9]2[N:13]([C:14]3[CH:19]=[C:18]([F:20])[CH:17]=[CH:16][C:15]=3[F:21])[N:12]=[C:11]([C:22]([O:24]CC)=O)[CH:10]=2)[CH:5]=[CH:6][CH:7]=1.[CH3:27][NH2:28].CO, predict the reaction product. The product is: [Br:1][C:2]1[CH:3]=[C:4]([S:8][C:9]2[N:13]([C:14]3[CH:19]=[C:18]([F:20])[CH:17]=[CH:16][C:15]=3[F:21])[N:12]=[C:11]([C:22]([NH:28][CH3:27])=[O:24])[CH:10]=2)[CH:5]=[CH:6][CH:7]=1. (5) Given the reactants [Cl:1][C:2]1[NH:10][C:9]2[C:8](=[O:11])[N:7]([CH2:12][CH2:13][CH2:14][OH:15])[C:6](=[O:16])[N:5]([CH2:17][CH2:18][CH2:19][CH2:20][CH3:21])[C:4]=2[N:3]=1.C1N=CN([C:27](N2C=NC=C2)=[O:28])C=1.[C:34]1([C:40]2([NH2:43])[CH2:42][CH2:41]2)[CH:39]=[CH:38][CH:37]=[CH:36][CH:35]=1, predict the reaction product. The product is: [C:34]1([C:40]2([NH:43][C:27](=[O:28])[O:15][CH2:14][CH2:13][CH2:12][N:7]3[C:8](=[O:11])[C:9]4[NH:10][C:2]([Cl:1])=[N:3][C:4]=4[N:5]([CH2:17][CH2:18][CH2:19][CH2:20][CH3:21])[C:6]3=[O:16])[CH2:42][CH2:41]2)[CH:39]=[CH:38][CH:37]=[CH:36][CH:35]=1.